From a dataset of HIV replication inhibition screening data with 41,000+ compounds from the AIDS Antiviral Screen. Binary Classification. Given a drug SMILES string, predict its activity (active/inactive) in a high-throughput screening assay against a specified biological target. (1) The molecule is COc1cccc(C2C(C(=O)O)=C(CO)Oc3cc4c(cc32)OCO4)c1OC. The result is 0 (inactive). (2) The compound is CCOC(=O)C(=O)Nc1c(CC)cccc1C(C)C. The result is 0 (inactive). (3) The molecule is CSc1cc(-c2ccccn2)nc(-c2ccccn2)c1. The result is 0 (inactive). (4) The compound is O=Nc1ccccc1. The result is 0 (inactive). (5) The molecule is CN(C)N=C1C=C2CCC(O[Si](C)(C)C(C)(C)C)C2(C)CC1. The result is 0 (inactive). (6) The drug is c1ccc2c(c1)Cc1c(Cc3csc4ccccc34)ccc3cccc-2c13. The result is 0 (inactive). (7) The molecule is O=C1Cc2c([nH]c3ccc(Br)cc23)-c2ccccc2N1. The result is 0 (inactive). (8) The compound is CN(C)C(=O)OC(Cn1cncn1)(Cn1cncn1)c1ccc(Cl)cc1Cl. The result is 0 (inactive). (9) The molecule is CC1=CC(C(=O)O)P(C)(=O)C1. The result is 0 (inactive).